From a dataset of Catalyst prediction with 721,799 reactions and 888 catalyst types from USPTO. Predict which catalyst facilitates the given reaction. Reactant: [Cl:1][C:2]1[N:10]=[C:9]2[C:5]([N:6]=[CH:7][N:8]2[CH:11]([CH3:14])[CH2:12][CH3:13])=[C:4](Cl)[N:3]=1.C(O)CCC.[I:21][C:22]1[CH:23]=[C:24]([CH2:28][NH2:29])[CH:25]=[CH:26][CH:27]=1. Product: [Cl:1][C:2]1[N:10]=[C:9]2[C:5]([N:6]=[CH:7][N:8]2[CH:11]([CH3:14])[CH2:12][CH3:13])=[C:4]([NH:29][CH2:28][C:24]2[CH:25]=[CH:26][CH:27]=[C:22]([I:21])[CH:23]=2)[N:3]=1. The catalyst class is: 32.